Dataset: NCI-60 drug combinations with 297,098 pairs across 59 cell lines. Task: Regression. Given two drug SMILES strings and cell line genomic features, predict the synergy score measuring deviation from expected non-interaction effect. (1) Drug 1: C1CN1P(=S)(N2CC2)N3CC3. Drug 2: C1=CN(C(=O)N=C1N)C2C(C(C(O2)CO)O)O.Cl. Cell line: SW-620. Synergy scores: CSS=36.2, Synergy_ZIP=0.490, Synergy_Bliss=2.22, Synergy_Loewe=-9.44, Synergy_HSA=4.60. (2) Drug 1: C1=CC(=CC=C1CCC2=CNC3=C2C(=O)NC(=N3)N)C(=O)NC(CCC(=O)O)C(=O)O. Drug 2: C1=CC(=CC=C1CC(C(=O)O)N)N(CCCl)CCCl.Cl. Cell line: U251. Synergy scores: CSS=45.5, Synergy_ZIP=-2.29, Synergy_Bliss=-0.707, Synergy_Loewe=-0.894, Synergy_HSA=3.21. (3) Drug 1: C1=CC=C(C=C1)NC(=O)CCCCCCC(=O)NO. Drug 2: C(CN)CNCCSP(=O)(O)O. Cell line: MALME-3M. Synergy scores: CSS=10.6, Synergy_ZIP=-0.0323, Synergy_Bliss=6.27, Synergy_Loewe=1.59, Synergy_HSA=6.21. (4) Drug 1: CC1=C(C=C(C=C1)C(=O)NC2=CC(=CC(=C2)C(F)(F)F)N3C=C(N=C3)C)NC4=NC=CC(=N4)C5=CN=CC=C5. Drug 2: C(CN)CNCCSP(=O)(O)O. Cell line: KM12. Synergy scores: CSS=-8.81, Synergy_ZIP=1.24, Synergy_Bliss=0.609, Synergy_Loewe=-3.36, Synergy_HSA=-3.26. (5) Drug 1: CCC1=CC2CC(C3=C(CN(C2)C1)C4=CC=CC=C4N3)(C5=C(C=C6C(=C5)C78CCN9C7C(C=CC9)(C(C(C8N6C)(C(=O)OC)O)OC(=O)C)CC)OC)C(=O)OC.C(C(C(=O)O)O)(C(=O)O)O. Drug 2: C1=CC(=CC=C1C#N)C(C2=CC=C(C=C2)C#N)N3C=NC=N3. Cell line: SK-MEL-5. Synergy scores: CSS=24.2, Synergy_ZIP=4.09, Synergy_Bliss=5.46, Synergy_Loewe=-27.7, Synergy_HSA=3.14. (6) Synergy scores: CSS=59.5, Synergy_ZIP=-0.0696, Synergy_Bliss=0.959, Synergy_Loewe=-16.7, Synergy_HSA=1.69. Drug 2: CC1C(C(CC(O1)OC2CC(OC(C2O)C)OC3=CC4=CC5=C(C(=O)C(C(C5)C(C(=O)C(C(C)O)O)OC)OC6CC(C(C(O6)C)O)OC7CC(C(C(O7)C)O)OC8CC(C(C(O8)C)O)(C)O)C(=C4C(=C3C)O)O)O)O. Cell line: MDA-MB-231. Drug 1: C1C(C(OC1N2C=NC3=C(N=C(N=C32)Cl)N)CO)O.